Dataset: Forward reaction prediction with 1.9M reactions from USPTO patents (1976-2016). Task: Predict the product of the given reaction. (1) The product is: [SH:35][C:2]1[CH:11]=[C:10]2[C:5]([C:6](=[O:22])[C:7]([C:20]#[N:21])=[CH:8][N:9]2[CH2:12][O:13][CH2:14][CH2:15][Si:16]([CH3:19])([CH3:18])[CH3:17])=[CH:4][C:3]=1[N+:23]([O-:25])=[O:24]. Given the reactants Cl[C:2]1[CH:11]=[C:10]2[C:5]([C:6](=[O:22])[C:7]([C:20]#[N:21])=[CH:8][N:9]2[CH2:12][O:13][CH2:14][CH2:15][Si:16]([CH3:19])([CH3:18])[CH3:17])=[CH:4][C:3]=1[N+:23]([O-:25])=[O:24].O.O.O.O.O.O.O.O.O.[S-2:35].[Na+].[Na+].O.Cl, predict the reaction product. (2) Given the reactants [NH2:1][C:2]1[CH:3]=[C:4]([C:8]2[CH:17]=[CH:16][CH:15]=[C:14]3[C:9]=2[CH:10]=[CH:11][N:12]=[C:13]3[NH:18][C:19]2[CH:20]=[C:21]([S:25]([NH2:28])(=[O:27])=[O:26])[CH:22]=[CH:23][CH:24]=2)[CH:5]=[CH:6][CH:7]=1.[CH:29]1([N:35]=[C:36]=[O:37])[CH2:34][CH2:33][CH2:32][CH2:31][CH2:30]1, predict the reaction product. The product is: [CH:29]1([NH:35][C:36](=[O:37])[NH:1][C:2]2[CH:3]=[C:4]([C:8]3[CH:17]=[CH:16][CH:15]=[C:14]4[C:9]=3[CH:10]=[CH:11][N:12]=[C:13]4[NH:18][C:19]3[CH:20]=[C:21]([S:25]([NH2:28])(=[O:27])=[O:26])[CH:22]=[CH:23][CH:24]=3)[CH:5]=[CH:6][CH:7]=2)[CH2:34][CH2:33][CH2:32][CH2:31][CH2:30]1. (3) The product is: [C:1]1([C:13]2[C:14](=[O:33])[NH:15][C:16](=[O:32])[C:17]=2[C:18]2[C:26]3[O:25][CH:24]=[CH:23][C:22]=3[C:21]([O:27][CH2:28][CH2:29][CH2:30][Br:35])=[CH:20][CH:19]=2)[C:11]2=[C:12]3[C:7](=[CH:8][CH:9]=[CH:10]2)[CH2:6][CH2:5][CH2:4][N:3]3[CH:2]=1. Given the reactants [C:1]1([C:13]2[C:14](=[O:33])[NH:15][C:16](=[O:32])[C:17]=2[C:18]2[C:26]3[O:25][CH:24]=[CH:23][C:22]=3[C:21]([O:27][CH2:28][CH2:29][CH2:30]O)=[CH:20][CH:19]=2)[C:11]2=[C:12]3[C:7](=[CH:8][CH:9]=[CH:10]2)[CH2:6][CH2:5][CH2:4][N:3]3[CH:2]=1.C(Br)(Br)(Br)[Br:35].C1(P(C2C=CC=CC=2)C2C=CC=CC=2)C=CC=CC=1, predict the reaction product. (4) Given the reactants [NH2:1][C:2]1[N:7]=[C:6]([NH2:8])[C:5]([C:9]2[CH:14]=[CH:13][C:12]([NH:15][C:16]([CH:18]3[CH2:20][CH2:19]3)=[O:17])=[CH:11][CH:10]=2)=[C:4]([CH2:21]Br)[N:3]=1.[F:23][C:24]1[CH:25]=[C:26]([CH:29]=[CH:30][CH:31]=1)[CH2:27][OH:28], predict the reaction product. The product is: [NH2:1][C:2]1[N:7]=[C:6]([NH2:8])[C:5]([C:9]2[CH:14]=[CH:13][C:12]([NH:15][C:16]([CH:18]3[CH2:20][CH2:19]3)=[O:17])=[CH:11][CH:10]=2)=[C:4]([CH2:21][O:28][CH2:27][C:26]2[CH:29]=[CH:30][CH:31]=[C:24]([F:23])[CH:25]=2)[N:3]=1. (5) Given the reactants [Br:1][C:2]1[CH:3]=[CH:4][C:5]([F:22])=[C:6]([CH:21]=1)[CH2:7][N:8]1[C:16]2[C:11](=[N:12][CH:13]=[CH:14][CH:15]=2)[C:10]([C:17]([O:19]C)=[O:18])=[CH:9]1.O.[OH-].[Li+].Cl, predict the reaction product. The product is: [Br:1][C:2]1[CH:3]=[CH:4][C:5]([F:22])=[C:6]([CH:21]=1)[CH2:7][N:8]1[C:16]2[C:11](=[N:12][CH:13]=[CH:14][CH:15]=2)[C:10]([C:17]([OH:19])=[O:18])=[CH:9]1. (6) The product is: [C:20]([O:24][C:25](=[O:34])[NH:26][C@H:27]1[CH2:28][CH2:29][C@@H:30]([NH:33][C:12]([C:11]2[C:10]([NH:9][C:4]3[CH:5]=[C:6]([CH3:8])[CH:7]=[C:2]([Br:1])[CH:3]=3)=[N:18][CH:17]=[C:16]([F:19])[CH:15]=2)=[O:14])[CH2:31][CH2:32]1)([CH3:23])([CH3:21])[CH3:22]. Given the reactants [Br:1][C:2]1[CH:3]=[C:4]([NH:9][C:10]2[N:18]=[CH:17][C:16]([F:19])=[CH:15][C:11]=2[C:12]([OH:14])=O)[CH:5]=[C:6]([CH3:8])[CH:7]=1.[C:20]([O:24][C:25](=[O:34])[NH:26][C@H:27]1[CH2:32][CH2:31][C@@H:30]([NH2:33])[CH2:29][CH2:28]1)([CH3:23])([CH3:22])[CH3:21], predict the reaction product. (7) Given the reactants [F:1][C:2]1[CH:7]=[CH:6][CH:5]=[CH:4][C:3]=1[C@H:8]([NH:10][C:11]([C:13]1[CH:14]=[C:15]2[C:19](=[CH:20][CH:21]=1)[NH:18][N:17]=[C:16]2I)=[O:12])[CH3:9].[CH3:23][N:24]1[CH2:29][CH2:28][CH:27]([O:30][C:31]2[CH:36]=[CH:35][C:34](B3OC(C)(C)C(C)(C)O3)=[CH:33][CH:32]=2)[CH2:26][CH2:25]1, predict the reaction product. The product is: [F:1][C:2]1[CH:7]=[CH:6][CH:5]=[CH:4][C:3]=1[C@H:8]([NH:10][C:11]([C:13]1[CH:14]=[C:15]2[C:19](=[CH:20][CH:21]=1)[NH:18][N:17]=[C:16]2[C:34]1[CH:35]=[CH:36][C:31]([O:30][CH:27]2[CH2:26][CH2:25][N:24]([CH3:23])[CH2:29][CH2:28]2)=[CH:32][CH:33]=1)=[O:12])[CH3:9]. (8) Given the reactants [Cl:1][C:2]1[CH:10]=[C:9]2[C:5]([CH:6]=[C:7]([C:11]([N:13]3[CH2:18][CH2:17][C:16]([F:20])([F:19])[CH2:15][CH2:14]3)=[O:12])[NH:8]2)=[CH:4][C:3]=1[C:21]([N:23]1[CH2:28][CH2:27][N:26]([CH:29]([CH3:31])[CH3:30])[CH2:25][CH2:24]1)=[O:22].[Cl:32][C:33]1[CH:38]=[C:37](B(O)O)[CH:36]=[CH:35][N:34]=1.N1C=CC=CC=1, predict the reaction product. The product is: [Cl:1][C:2]1[CH:10]=[C:9]2[C:5]([CH:6]=[C:7]([C:11]([N:13]3[CH2:18][CH2:17][C:16]([F:20])([F:19])[CH2:15][CH2:14]3)=[O:12])[N:8]2[C:37]2[CH:36]=[CH:35][N:34]=[C:33]([Cl:32])[CH:38]=2)=[CH:4][C:3]=1[C:21]([N:23]1[CH2:24][CH2:25][N:26]([CH:29]([CH3:31])[CH3:30])[CH2:27][CH2:28]1)=[O:22]. (9) Given the reactants [CH2:1]([C:3]1[CH:8]=[CH:7][C:6]([NH:9][C:10](=[O:12])[CH3:11])=[CH:5][CH:4]=1)[CH3:2].[N+:13]([O-])([OH:15])=[O:14].C(=O)([O-])[O-].[Na+].[Na+], predict the reaction product. The product is: [CH2:1]([C:3]1[CH:8]=[CH:7][C:6]([NH:9][C:10](=[O:12])[CH3:11])=[CH:5][C:4]=1[N+:13]([O-:15])=[O:14])[CH3:2].